Task: Predict the product of the given reaction.. Dataset: Forward reaction prediction with 1.9M reactions from USPTO patents (1976-2016) (1) Given the reactants [CH3:1][O:2][C:3]1[CH:15]=[C:14]([O:16][CH3:17])[CH:13]=[CH:12][C:4]=1[CH2:5][NH:6][C:7]1[S:11][N:10]=[CH:9][N:8]=1.C[Si]([N-][Si](C)(C)C)(C)C.[Li+].[C:28]([C:30]1[CH:31]=[C:32]([S:37](Cl)(=[O:39])=[O:38])[CH:33]=[CH:34][C:35]=1[F:36])#[N:29], predict the reaction product. The product is: [C:28]([C:30]1[CH:31]=[C:32]([S:37]([N:6]([CH2:5][C:4]2[CH:12]=[CH:13][C:14]([O:16][CH3:17])=[CH:15][C:3]=2[O:2][CH3:1])[C:7]2[S:11][N:10]=[CH:9][N:8]=2)(=[O:39])=[O:38])[CH:33]=[CH:34][C:35]=1[F:36])#[N:29]. (2) Given the reactants C[O:2][C:3](=[O:34])/[C:4](/[NH:12][C:13](=[O:33])[C:14]1[C:19]([CH3:20])=[CH:18][C:17]([C:21]([NH:23][CH2:24][C:25]2[CH:30]=[CH:29][CH:28]=[C:27]([OH:31])[CH:26]=2)=[O:22])=[CH:16][C:15]=1[Cl:32])=[CH:5]/[C:6]1[CH:11]=[CH:10][CH:9]=[CH:8][CH:7]=1.O.[OH-].[Li+], predict the reaction product. The product is: [Cl:32][C:15]1[CH:16]=[C:17]([C:21]([NH:23][CH2:24][C:25]2[CH:30]=[CH:29][CH:28]=[C:27]([OH:31])[CH:26]=2)=[O:22])[CH:18]=[C:19]([CH3:20])[C:14]=1[C:13]([NH:12]/[C:4](=[CH:5]\[C:6]1[CH:7]=[CH:8][CH:9]=[CH:10][CH:11]=1)/[C:3]([OH:34])=[O:2])=[O:33]. (3) Given the reactants Cl[C:2]1[N:7]=[CH:6][N:5]=[C:4]([N:8]([CH2:16][C:17]2[CH:22]=[CH:21][C:20]([O:23][CH3:24])=[CH:19][CH:18]=2)[CH2:9][CH2:10][CH2:11][C:12]([O:14][CH3:15])=[O:13])[C:3]=1[CH:25]=O.[CH3:27][O-:28].[Na+].CO.O, predict the reaction product. The product is: [CH3:27][O:28][C:2]1[C:3]2[CH:25]=[C:11]([C:12]([O:14][CH3:15])=[O:13])[CH2:10][CH2:9][N:8]([CH2:16][C:17]3[CH:18]=[CH:19][C:20]([O:23][CH3:24])=[CH:21][CH:22]=3)[C:4]=2[N:5]=[CH:6][N:7]=1. (4) The product is: [N:11]1([C:2]2[CH:7]=[CH:6][N:5]=[C:4]3[NH:8][N:9]=[CH:10][C:3]=23)[CH2:16][CH2:15][NH:14][CH2:13][CH2:12]1. Given the reactants Cl[C:2]1[CH:7]=[CH:6][N:5]=[C:4]2[NH:8][N:9]=[CH:10][C:3]=12.[NH:11]1[CH2:16][CH2:15][NH:14][CH2:13][CH2:12]1, predict the reaction product. (5) Given the reactants Br.[Br:2][C:3]1[CH:4]=[C:5]2[C:9](=[CH:10][CH:11]=1)[CH2:8][CH:7]([NH2:12])[CH2:6]2.[C:13]1([S:19]([C:22]2[CH:23]=[CH:24][C:25]([C:32]([F:35])([F:34])[F:33])=[C:26]([S:28](Cl)(=[O:30])=[O:29])[CH:27]=2)(=[O:21])=[O:20])[CH:18]=[CH:17][CH:16]=[CH:15][CH:14]=1.C(N(C(C)C)CC)(C)C, predict the reaction product. The product is: [Br:2][C:3]1[CH:4]=[C:5]2[C:9](=[CH:10][CH:11]=1)[CH2:8][CH:7]([NH:12][S:28]([C:26]1[CH:27]=[C:22]([S:19]([C:13]3[CH:18]=[CH:17][CH:16]=[CH:15][CH:14]=3)(=[O:21])=[O:20])[CH:23]=[CH:24][C:25]=1[C:32]([F:35])([F:33])[F:34])(=[O:30])=[O:29])[CH2:6]2. (6) The product is: [NH2:1][C:2]1[CH:3]=[N:4][CH:5]=[CH:6][C:7]=1[CH2:8][N:10]1[CH2:15][CH2:14][CH:13]([C:16]([O:18][CH2:19][CH3:20])=[O:17])[CH2:12][CH2:11]1. Given the reactants [NH2:1][C:2]1[CH:3]=[N:4][CH:5]=[CH:6][C:7]=1[CH:8]=O.[NH:10]1[CH2:15][CH2:14][CH:13]([C:16]([O:18][CH2:19][CH3:20])=[O:17])[CH2:12][CH2:11]1.[BH-](OC(C)=O)(OC(C)=O)OC(C)=O.[Na+], predict the reaction product. (7) Given the reactants [Br:1][CH2:2][CH2:3][N:4]1[C:8]([CH2:9][NH:10]C(=O)OC(C)(C)C)=[N:7][C:6]([C:18]2[CH:23]=[CH:22][N:21]=[CH:20][CH:19]=2)=[N:5]1.Br, predict the reaction product. The product is: [BrH:1].[Br:1][CH2:2][CH2:3][N:4]1[C:8]([CH2:9][NH2:10])=[N:7][C:6]([C:18]2[CH:23]=[CH:22][N:21]=[CH:20][CH:19]=2)=[N:5]1.